Dataset: Reaction yield outcomes from USPTO patents with 853,638 reactions. Task: Predict the reaction yield, written as a fraction of the theoretical maximum amount of product (1.0 means a 100% yield; for example, 0.34 means a 34% yield). (1) The reactants are [CH3:1][O:2][CH2:3][N:4]1[C:8]2[CH:9]=[CH:10][C:11]([CH:13]([C:15]3[CH:19]=[CH:18][N:17]([C:20]4[N:25]=[CH:24][C:23]([C:26]([O-:28])=O)=[CH:22][CH:21]=4)[N:16]=3)[CH3:14])=[CH:12][C:7]=2[S:6][C:5]1=[O:29].[BH4-].[Li+].[Cl-].[NH4+].O1CCC[CH2:35]1. No catalyst specified. The product is [OH:28][CH2:26][C:23]1([CH3:35])[CH:24]=[N:25][C:20]([N:17]2[CH:18]=[CH:19][C:15]([CH:13]([C:11]3[CH:10]=[CH:9][C:8]4[N:4]([CH2:3][O:2][CH3:1])[C:5](=[O:29])[S:6][C:7]=4[CH:12]=3)[CH3:14])=[N:16]2)=[CH:21][CH2:22]1. The yield is 0.590. (2) The reactants are Cl.[C:2]([C:4]1([C:10]([O:12][CH2:13][CH3:14])=[O:11])[CH2:9][CH2:8][NH:7][CH2:6][CH2:5]1)#[N:3].CCN(C(C)C)C(C)C.[Br:24][C:25]1[CH:26]=[N:27][C:28](Cl)=[N:29][CH:30]=1.CCCCCC. The catalyst is CCO. The product is [Br:24][C:25]1[CH:26]=[N:27][C:28]([N:7]2[CH2:8][CH2:9][C:4]([C:2]#[N:3])([C:10]([O:12][CH2:13][CH3:14])=[O:11])[CH2:5][CH2:6]2)=[N:29][CH:30]=1. The yield is 0.680. (3) The reactants are N1([C:6](N2C=CN=C2)=[O:7])C=CN=C1.[CH:13]1([CH2:16][CH2:17][OH:18])[CH2:15][CH2:14]1.Cl.[F:20][C:21]1[CH:26]=[C:25]([S:27]([CH3:30])(=[O:29])=[O:28])[CH:24]=[CH:23][C:22]=1[N:31]1[C:35]2=[N:36][CH:37]=[N:38][C:39]([S:40][CH:41]3[CH2:46][CH2:45][NH:44][CH2:43][CH2:42]3)=[C:34]2[CH:33]=[N:32]1.C(N(CC)CC)C. The catalyst is CS(C)=O. The product is [CH:13]1([CH2:16][CH2:17][O:18][C:6]([N:44]2[CH2:43][CH2:42][CH:41]([S:40][C:39]3[N:38]=[CH:37][N:36]=[C:35]4[N:31]([C:22]5[CH:23]=[CH:24][C:25]([S:27]([CH3:30])(=[O:29])=[O:28])=[CH:26][C:21]=5[F:20])[N:32]=[CH:33][C:34]=34)[CH2:46][CH2:45]2)=[O:7])[CH2:15][CH2:14]1. The yield is 0.360. (4) The reactants are [C:1]([C:3]1[CH:4]=[C:5]([CH:38]=[CH:39][CH:40]=1)[CH2:6][N:7]([CH:17]1[CH2:22][CH2:21][N:20]([CH:23]([CH3:37])[CH2:24][CH2:25][NH:26][C:27]([C:29]2[C:30]([CH3:36])=[N:31][CH:32]=[N:33][C:34]=2[CH3:35])=[O:28])[CH2:19][CH2:18]1)[C:8]1[CH:16]=[CH:15][C:11]([C:12](O)=[O:13])=[CH:10][CH:9]=1)#[N:2].Cl.[CH3:42][O:43][C:44](=[O:47])[CH2:45][NH2:46]. No catalyst specified. The product is [CH3:42][O:43][C:44](=[O:47])[CH2:45][NH:46][C:12](=[O:13])[C:11]1[CH:15]=[CH:16][C:8]([N:7]([CH2:6][C:5]2[CH:38]=[CH:39][CH:40]=[C:3]([C:1]#[N:2])[CH:4]=2)[CH:17]2[CH2:22][CH2:21][N:20]([CH:23]([CH3:37])[CH2:24][CH2:25][NH:26][C:27]([C:29]3[C:34]([CH3:35])=[N:33][CH:32]=[N:31][C:30]=3[CH3:36])=[O:28])[CH2:19][CH2:18]2)=[CH:9][CH:10]=1. The yield is 0.570.